This data is from Forward reaction prediction with 1.9M reactions from USPTO patents (1976-2016). The task is: Predict the product of the given reaction. (1) Given the reactants [Cl:1][C:2]1[CH:3]=[CH:4][C:5]2[N:6]([C:8]([C:11]3[S:15][C:14]4[C:16]([O:20]C)=[CH:17][CH:18]=[CH:19][C:13]=4[CH:12]=3)=[CH:9][N:10]=2)[N:7]=1.B(Br)(Br)Br.CO, predict the reaction product. The product is: [Cl:1][C:2]1[CH:3]=[CH:4][C:5]2[N:6]([C:8]([C:11]3[S:15][C:14]4[C:16]([OH:20])=[CH:17][CH:18]=[CH:19][C:13]=4[CH:12]=3)=[CH:9][N:10]=2)[N:7]=1. (2) Given the reactants Br[C:2]1[CH:7]=[N:6][CH:5]=[C:4]([CH:8]2[CH2:10][CH2:9]2)[N:3]=1.CC1(C)C(C)(C)OB([C:19]2[CH:20]=[C:21]3[C:25](=[CH:26][CH:27]=2)[NH:24][N:23]=[CH:22]3)O1.C([O-])([O-])=O.[Na+].[Na+], predict the reaction product. The product is: [CH:8]1([C:4]2[N:3]=[C:2]([C:19]3[CH:20]=[C:21]4[C:25](=[CH:26][CH:27]=3)[NH:24][N:23]=[CH:22]4)[CH:7]=[N:6][CH:5]=2)[CH2:10][CH2:9]1. (3) Given the reactants [N:1]1[CH:6]=[C:5]([CH3:7])[CH:4]=[CH:3][C:2]=1[CH3:8].[Se](=O)=O.S(=O)(=O)(O)[OH:13].[C:17](=O)([O-])[OH:18].[Na+], predict the reaction product. The product is: [CH3:7][C:5]1[CH:4]=[CH:3][C:2]([C:8]([O:18][CH3:17])=[O:13])=[N:1][CH:6]=1. (4) Given the reactants S(=O)(=O)(O)O.[CH2:6]([N:13]1[CH2:18][CH2:17][C:16](=[O:19])[CH2:15][CH2:14]1)[C:7]1[CH:12]=[CH:11][CH:10]=[CH:9][CH:8]=1.[N-:20]=[N+]=[N-].[Na+].[OH-].[Na+], predict the reaction product. The product is: [CH2:6]([N:13]1[CH2:18][CH2:17][C:16](=[O:19])[NH:20][CH2:15][CH2:14]1)[C:7]1[CH:12]=[CH:11][CH:10]=[CH:9][CH:8]=1.